Dataset: Peptide-MHC class I binding affinity with 185,985 pairs from IEDB/IMGT. Task: Regression. Given a peptide amino acid sequence and an MHC pseudo amino acid sequence, predict their binding affinity value. This is MHC class I binding data. (1) The peptide sequence is KLRSNALSL. The MHC is HLA-B15:01 with pseudo-sequence HLA-B15:01. The binding affinity (normalized) is 0.703. (2) The peptide sequence is YQAENSTAE. The MHC is HLA-A02:19 with pseudo-sequence HLA-A02:19. The binding affinity (normalized) is 0.0847. (3) The peptide sequence is MPEWANFKF. The MHC is HLA-B07:02 with pseudo-sequence HLA-B07:02. The binding affinity (normalized) is 0.386.